Dataset: CYP3A4 inhibition data for predicting drug metabolism from PubChem BioAssay. Task: Regression/Classification. Given a drug SMILES string, predict its absorption, distribution, metabolism, or excretion properties. Task type varies by dataset: regression for continuous measurements (e.g., permeability, clearance, half-life) or binary classification for categorical outcomes (e.g., BBB penetration, CYP inhibition). Dataset: cyp3a4_veith. The drug is CCN1C[C@]2(COC)[C@@H](O)C[C@@H](OC)[C@]34[C@H]5C[C@]6(O)[C@@H](OC)[C@@H](O)[C@](OC(C)=O)([C@H]5[C@@H]6OC(=O)c5ccccc5)[C@@H]([C@H](OC)[C@H]23)[C@@H]14. The result is 0 (non-inhibitor).